This data is from Catalyst prediction with 721,799 reactions and 888 catalyst types from USPTO. The task is: Predict which catalyst facilitates the given reaction. Reactant: [CH3:1][O:2][C:3]1[CH:42]=[CH:41][C:6]([CH2:7][N:8]2[C:12]3=[N:13][CH:14]=[CH:15][C:16]([O:17][C:18]4[CH:23]=[CH:22][C:21]([NH2:24])=[CH:20][C:19]=4[F:25])=[C:11]3[C:10]([N:26]3[CH2:30][CH:29]4[CH2:31][N:32]([C:34]([O:36][C:37]([CH3:40])([CH3:39])[CH3:38])=[O:35])[CH2:33][CH:28]4[CH2:27]3)=[N:9]2)=[CH:5][CH:4]=1.[F:43][C:44]1[CH:49]=[CH:48][C:47]([N:50]2[C:55](=[O:56])[C:54]([C:57](O)=[O:58])=[CH:53][CH:52]=[N:51]2)=[CH:46][CH:45]=1.Cl.C(N=C=NCCCN(C)C)C.N1(O)C2C=CC=CC=2N=N1.C(N(C(C)C)C(C)C)C. Product: [F:25][C:19]1[CH:20]=[C:21]([NH:24][C:57]([C:54]2[C:55](=[O:56])[N:50]([C:47]3[CH:48]=[CH:49][C:44]([F:43])=[CH:45][CH:46]=3)[N:51]=[CH:52][CH:53]=2)=[O:58])[CH:22]=[CH:23][C:18]=1[O:17][C:16]1[CH:15]=[CH:14][N:13]=[C:12]2[N:8]([CH2:7][C:6]3[CH:5]=[CH:4][C:3]([O:2][CH3:1])=[CH:42][CH:41]=3)[N:9]=[C:10]([N:26]3[CH2:30][CH:29]4[CH2:31][N:32]([C:34]([O:36][C:37]([CH3:39])([CH3:38])[CH3:40])=[O:35])[CH2:33][CH:28]4[CH2:27]3)[C:11]=12. The catalyst class is: 3.